This data is from Reaction yield outcomes from USPTO patents with 853,638 reactions. The task is: Predict the reaction yield, written as a fraction of the theoretical maximum amount of product (1.0 means a 100% yield; for example, 0.34 means a 34% yield). (1) The reactants are [CH3:1][C:2]1[CH:8]=[CH:7][C:5]([NH2:6])=[CH:4][CH:3]=1.[N:9]([O-])=O.[Na+].C([O-])(=O)C.[Na+].[C:18]([CH2:21][C:22](=[O:24])[CH3:23])(=[O:20])[CH3:19]. The catalyst is C(O)(=O)C.Cl.O.C(O)C. The product is [CH3:1][C:2]1[CH:8]=[CH:7][C:5]([NH:6][N:9]=[C:21]([C:22](=[O:24])[CH3:23])[C:18](=[O:20])[CH3:19])=[CH:4][CH:3]=1. The yield is 0.240. (2) The reactants are CC(N=NC(C#N)(C)C)([C:4]#[N:5])C.C1C(=O)N(Br)C(=O)C1.[F:21][C:22]1[CH:27]=[CH:26][C:25]([C:28]2[O:54][C:31]3=[N:32][CH:33]=[C:34]([C:36]4[CH:37]=[C:38]([CH:51]=[CH:52][CH:53]=4)[C:39]([NH:41][C:42]4([C:45]5[CH:50]=[CH:49][CH:48]=[CH:47][CH:46]=5)[CH2:44][CH2:43]4)=[O:40])[CH:35]=[C:30]3[C:29]=2[CH:55]=[O:56])=[CH:24][CH:23]=1.CN. The catalyst is C(Cl)(Cl)(Cl)Cl. The product is [F:21][C:22]1[CH:27]=[CH:26][C:25]([C:28]2[O:54][C:31]3=[N:32][CH:33]=[C:34]([C:36]4[CH:53]=[CH:52][CH:51]=[C:38]([C:39](=[O:40])[NH:41][C:42]5([C:45]6[CH:50]=[CH:49][CH:48]=[CH:47][CH:46]=6)[CH2:43][CH2:44]5)[CH:37]=4)[CH:35]=[C:30]3[C:29]=2[C:55]([NH:5][CH3:4])=[O:56])=[CH:24][CH:23]=1. The yield is 0.110. (3) The reactants are [NH:1]([C:8]1[N:9]([C:22]2[CH:27]=[CH:26][CH:25]=[CH:24][CH:23]=2)[C:10]2[C:15]([C:16](=[O:18])[CH:17]=1)=[CH:14][C:13]([F:19])=[C:12]([CH2:20][OH:21])[N:11]=2)[C:2]1[CH:7]=[CH:6][CH:5]=[CH:4][CH:3]=1. The catalyst is C(Cl)(Cl)Cl.O=[Mn]=O. The product is [NH:1]([C:8]1[N:9]([C:22]2[CH:23]=[CH:24][CH:25]=[CH:26][CH:27]=2)[C:10]2[N:11]=[C:12]([CH:20]=[O:21])[C:13]([F:19])=[CH:14][C:15]=2[C:16](=[O:18])[CH:17]=1)[C:2]1[CH:7]=[CH:6][CH:5]=[CH:4][CH:3]=1. The yield is 0.150. (4) The reactants are Br[C:2]1[CH:3]=[CH:4][C:5]2[O:14][CH2:13][CH2:12][C:11]3[S:10][C:9]([C:15]4[N:16]([CH:20]([CH3:22])[CH3:21])[N:17]=[CH:18][N:19]=4)=[N:8][C:7]=3[C:6]=2[CH:23]=1.CC1(C)C(C)(C)OB([C:32]2[CH:33]=[CH:34][C:35]([N:38]3[CH2:43][CH2:42][O:41][CH2:40][CH2:39]3)=[N:36][CH:37]=2)O1. No catalyst specified. The product is [CH:20]([N:16]1[C:15]([C:9]2[S:10][C:11]3[CH2:12][CH2:13][O:14][C:5]4[CH:4]=[CH:3][C:2]([C:32]5[CH:37]=[N:36][C:35]([N:38]6[CH2:39][CH2:40][O:41][CH2:42][CH2:43]6)=[CH:34][CH:33]=5)=[CH:23][C:6]=4[C:7]=3[N:8]=2)=[N:19][CH:18]=[N:17]1)([CH3:22])[CH3:21]. The yield is 0.580. (5) The reactants are [CH3:1][C:2]1[NH:3][C:4]([C:15]2[CH:20]=[CH:19][CH:18]=[CH:17][C:16]=2[O:21][C:22]2[CH:27]=[CH:26][CH:25]=[CH:24][CH:23]=2)=[C:5]2[CH:10]=[C:9]([C:11]([OH:13])=O)[NH:8][C:7](=[O:14])[C:6]=12.C(N=C=NCCCN(C)C)C.O/[N:40]=[C:41](\[NH2:48])/[C:42]1[CH:47]=[CH:46][CH:45]=[N:44][CH:43]=1. The catalyst is CN(C)C=O.N1C=CC=CC=1. The product is [CH3:1][C:2]1[NH:3][C:4]([C:15]2[CH:20]=[CH:19][CH:18]=[CH:17][C:16]=2[O:21][C:22]2[CH:27]=[CH:26][CH:25]=[CH:24][CH:23]=2)=[C:5]2[CH:10]=[C:9]([C:11]3[O:13][N:48]=[C:41]([C:42]4[CH:43]=[N:44][CH:45]=[CH:46][CH:47]=4)[N:40]=3)[NH:8][C:7](=[O:14])[C:6]=12. The yield is 0.0900. (6) The reactants are [CH2:1]([O:8][CH2:9][C@@H:10]1[CH2:13][C@H:12]([OH:14])[CH2:11]1)[C:2]1[CH:7]=[CH:6][CH:5]=[CH:4][CH:3]=1.[H-].[Na+].I[CH3:18]. The catalyst is C1COCC1. The product is [CH3:18][O:14][C@@H:12]1[CH2:13][C@H:10]([CH2:9][O:8][CH2:1][C:2]2[CH:7]=[CH:6][CH:5]=[CH:4][CH:3]=2)[CH2:11]1. The yield is 0.850. (7) The reactants are [Br:1][C:2]1[CH:6]=[N:5][N:4]([CH3:7])[C:3]=1[C:8]1[CH:9]=[C:10]([NH:15][C:16]([NH:18][C:19]2[CH:24]=[CH:23][C:22]([F:25])=[CH:21][C:20]=2[F:26])=[O:17])[CH:11]=[CH:12][C:13]=1[OH:14].C1C=CC(P(C2C=CC=CC=2)C2C=CC=CC=2)=CC=1.[CH3:46][N:47]([CH3:51])[CH2:48][CH2:49]O.CC(OC(/N=N/C(OC(C)C)=O)=O)C. The catalyst is C1COCC1. The product is [Br:1][C:2]1[CH:6]=[N:5][N:4]([CH3:7])[C:3]=1[C:8]1[CH:9]=[C:10]([NH:15][C:16]([NH:18][C:19]2[CH:24]=[CH:23][C:22]([F:25])=[CH:21][C:20]=2[F:26])=[O:17])[CH:11]=[CH:12][C:13]=1[O:14][CH2:49][CH2:48][N:47]([CH3:51])[CH3:46]. The yield is 0.310. (8) The yield is 0.224. The catalyst is C(O)C.CCCCCC. The product is [OH:13][CH2:12][CH2:11][C:10]1[C:5]([C:3]#[N:4])=[CH:6][N:7]=[CH:8][CH:9]=1. The reactants are [BH4-].[Na+].[C:3]([C:5]1[CH:6]=[N:7][CH:8]=[CH:9][C:10]=1[CH2:11][C:12](OC)=[O:13])#[N:4].C(OCC)(=O)C. (9) The reactants are [CH3:1][O:2][C:3]1[CH:8]=[CH:7][C:6]([N:9]2[C:13]([C:14]3[CH:19]=[CH:18][C:17]([O:20][CH3:21])=[CH:16][CH:15]=3)=[N:12][C:11]([OH:22])=[N:10]2)=[CH:5][CH:4]=1.Cl.Cl[CH2:25][C:26]1[N:27]=[CH:28][S:29][CH:30]=1. No catalyst specified. The product is [CH3:1][O:2][C:3]1[CH:4]=[CH:5][C:6]([N:9]2[C:13]([C:14]3[CH:19]=[CH:18][C:17]([O:20][CH3:21])=[CH:16][CH:15]=3)=[N:12][C:11]([O:22][CH2:25][C:26]3[N:27]=[CH:28][S:29][CH:30]=3)=[N:10]2)=[CH:7][CH:8]=1. The yield is 0.497. (10) The reactants are [Cl:1][C:2]1[CH:3]=[C:4]([CH:7]=[CH:8][C:9]=1[CH2:10][NH:11][C:12]1[CH:17]=[CH:16][CH:15]=[CH:14][N:13]=1)[CH:5]=O.[C:18]([O-])([O-])=O.[K+].[K+]. The catalyst is O1CCOCC1.[Br-].C[P+](C1C=CC=CC=1)(C1C=CC=CC=1)C1C=CC=CC=1. The product is [Cl:1][C:2]1[CH:3]=[C:4]([CH:5]=[CH2:18])[CH:7]=[CH:8][C:9]=1[CH2:10][NH:11][C:12]1[CH:17]=[CH:16][CH:15]=[CH:14][N:13]=1. The yield is 0.500.